From a dataset of Forward reaction prediction with 1.9M reactions from USPTO patents (1976-2016). Predict the product of the given reaction. (1) Given the reactants C(OC([N:8]1[C:16]2[CH:15]=[CH:14][N:13]=[C:12]([Cl:17])[C:11]=2[CH2:10][CH2:9]1)=O)(C)(C)C.Cl.C(O)(C(F)(F)F)=O, predict the reaction product. The product is: [Cl:17][C:12]1[C:11]2[CH2:10][CH2:9][NH:8][C:16]=2[CH:15]=[CH:14][N:13]=1. (2) Given the reactants [Cl:1][C:2]1[CH:10]=[C:9]([NH:11][C:12]([C:14]2[CH:23]=[C:22]3[C:17]([CH2:18][CH2:19][CH2:20][N:21]3[S:24]([C:27]3[CH:32]=[C:31]([CH3:33])[CH:30]=[CH:29][C:28]=3[O:34][CH3:35])(=[O:26])=[O:25])=[CH:16][CH:15]=2)=[O:13])[CH:8]=[CH:7][C:3]=1[C:4]([OH:6])=[O:5].[CH3:36]OC1C=CC(C)=CC=1S(Cl)(=O)=O, predict the reaction product. The product is: [CH3:36][O:5][C:4](=[O:6])[C:3]1[CH:7]=[CH:8][C:9]([NH:11][C:12]([C:14]2[CH:23]=[C:22]3[C:17]([CH2:18][CH2:19][CH2:20][N:21]3[S:24]([C:27]3[CH:32]=[C:31]([CH3:33])[CH:30]=[CH:29][C:28]=3[O:34][CH3:35])(=[O:25])=[O:26])=[CH:16][CH:15]=2)=[O:13])=[CH:10][C:2]=1[Cl:1]. (3) Given the reactants [Cl:1][C:2]1[C:7]([S:8](Cl)(=[O:10])=[O:9])=[CH:6][CH:5]=[CH:4][N:3]=1.[CH3:12][O:13][C:14]1[CH:15]=[CH:16][C:17]([NH2:22])=[N:18][C:19]=1[O:20][CH3:21].N1C=CC=CC=1, predict the reaction product. The product is: [Cl:1][C:2]1[C:7]([S:8]([NH:22][C:17]2[CH:16]=[CH:15][C:14]([O:13][CH3:12])=[C:19]([O:20][CH3:21])[N:18]=2)(=[O:10])=[O:9])=[CH:6][CH:5]=[CH:4][N:3]=1. (4) Given the reactants [CH3:1][O:2][C:3](=[O:41])[NH:4][CH:5]([CH:35]1[CH2:40][CH2:39][O:38][CH2:37][CH2:36]1)[C:6](=[O:34])[N:7]1[CH:12]([C:13]2[NH:14][C:15]([C:18]3[CH:23]=[CH:22][C:21](B4OC(C)(C)C(C)(C)O4)=[CH:20][CH:19]=3)=[CH:16][N:17]=2)[CH:11]2[CH2:33][CH:8]1[CH2:9][CH2:10]2.[C:42]([O:46][C:47]([N:49]1[CH2:53][CH2:52][CH2:51][CH:50]1[C:54]1[NH:55][C:56]([C:59]2[CH:68]=[CH:67][C:66]3[C:61](=[CH:62][CH:63]=[C:64](Br)[CH:65]=3)[CH:60]=2)=[CH:57][N:58]=1)=[O:48])([CH3:45])([CH3:44])[CH3:43].P([O-])([O-])([O-])=O.[K+].[K+].[K+], predict the reaction product. The product is: [C:42]([O:46][C:47]([N:49]1[CH2:53][CH2:52][CH2:51][CH:50]1[C:54]1[NH:55][C:56]([C:59]2[CH:68]=[CH:67][C:66]3[C:61](=[CH:62][CH:63]=[C:64]([C:21]4[CH:22]=[CH:23][C:18]([C:15]5[NH:14][C:13]([CH:12]6[CH:11]7[CH2:33][CH:8]([CH2:9][CH2:10]7)[N:7]6[C:6](=[O:34])[CH:5]([NH:4][C:3]([O:2][CH3:1])=[O:41])[CH:35]6[CH2:36][CH2:37][O:38][CH2:39][CH2:40]6)=[N:17][CH:16]=5)=[CH:19][CH:20]=4)[CH:65]=3)[CH:60]=2)=[CH:57][N:58]=1)=[O:48])([CH3:45])([CH3:44])[CH3:43]. (5) The product is: [Cl:25][C:20]1[CH:21]=[CH:22][CH:23]=[CH:24][C:19]=1[C:13]1[C:14]([C:16]2[N:18]=[CH:30][NH:28][N:36]=2)=[CH:15][N:11]([C:9]2[C:8]([CH3:26])=[CH:7][N:6]=[C:5]([NH:4][C:1](=[O:3])[CH3:2])[CH:10]=2)[N:12]=1. Given the reactants [C:1]([NH:4][C:5]1[CH:10]=[C:9]([N:11]2[CH:15]=[C:14]([C:16]([NH2:18])=O)[C:13]([C:19]3[CH:24]=[CH:23][CH:22]=[CH:21][C:20]=3[Cl:25])=[N:12]2)[C:8]([CH3:26])=[CH:7][N:6]=1)(=[O:3])[CH3:2].C[N:28]([CH:30](OC)OC)C.C[N:36](C=O)C.O.NN, predict the reaction product. (6) Given the reactants [CH2:1]([S:8][C:9]1[CH:18]=[C:17]2[C:12]([C:13](Cl)=[N:14][CH:15]=N2)=[CH:11][CH:10]=1)[C:2]1[CH:7]=[CH:6][CH:5]=[CH:4][CH:3]=1.[Cl:20][C:21]1[C:26]([CH3:27])=[CH:25][C:24](B2OC(C)(C)C(C)(C)O2)=[C:23]([O:37][CH3:38])[CH:22]=1.P([O-])([O-])([O-])=O.[K+].[K+].[K+].O.O1CCOC[CH2:49]1, predict the reaction product. The product is: [CH2:1]([S:8][C:9]1[CH:18]=[C:17]2[C:12](=[CH:11][CH:10]=1)[C:13]([C:24]1[CH:25]=[C:26]([CH3:27])[C:21]([Cl:20])=[CH:22][C:23]=1[O:37][CH3:38])=[N:14][CH:15]=[CH:49]2)[C:2]1[CH:7]=[CH:6][CH:5]=[CH:4][CH:3]=1.